From a dataset of NCI-60 drug combinations with 297,098 pairs across 59 cell lines. Regression. Given two drug SMILES strings and cell line genomic features, predict the synergy score measuring deviation from expected non-interaction effect. (1) Drug 2: CC(C)CN1C=NC2=C1C3=CC=CC=C3N=C2N. Cell line: OVCAR-8. Drug 1: CC=C1C(=O)NC(C(=O)OC2CC(=O)NC(C(=O)NC(CSSCCC=C2)C(=O)N1)C(C)C)C(C)C. Synergy scores: CSS=57.4, Synergy_ZIP=0.293, Synergy_Bliss=1.50, Synergy_Loewe=-19.2, Synergy_HSA=1.37. (2) Drug 1: CCC(=C(C1=CC=CC=C1)C2=CC=C(C=C2)OCCN(C)C)C3=CC=CC=C3.C(C(=O)O)C(CC(=O)O)(C(=O)O)O. Drug 2: CC1=C(C(=O)C2=C(C1=O)N3CC4C(C3(C2COC(=O)N)OC)N4)N. Cell line: SF-268. Synergy scores: CSS=27.7, Synergy_ZIP=-8.01, Synergy_Bliss=-2.46, Synergy_Loewe=-46.0, Synergy_HSA=-4.40.